Dataset: Reaction yield outcomes from USPTO patents with 853,638 reactions. Task: Predict the reaction yield, written as a fraction of the theoretical maximum amount of product (1.0 means a 100% yield; for example, 0.34 means a 34% yield). (1) The reactants are [OH:1][C:2]1[C:9]([OH:10])=[CH:8][CH:7]=[CH:6][C:3]=1[C:4]#[N:5].[H-].[Na+].CC1C=CC(S(O[CH2:24][CH2:25][O:26][CH2:27][CH2:28][O:29][CH3:30])(=O)=O)=CC=1. The catalyst is CS(C)=O. The product is [OH:1][C:2]1[C:9]([O:10][CH2:24][CH2:25][O:26][CH2:27][CH2:28][O:29][CH3:30])=[CH:8][CH:7]=[CH:6][C:3]=1[C:4]#[N:5]. The yield is 0.250. (2) The reactants are [CH3:1][N:2]1[C:6]([CH2:7][O:8][C:9]2[CH:17]=[CH:16][C:12]([C:13]([OH:15])=O)=[CH:11][N:10]=2)=[C:5]([C:18]2[CH:23]=[CH:22][CH:21]=[CH:20][N:19]=2)[N:4]=[N:3]1.CN(C(ON1N=NC2C=CC=CC1=2)=[N+](C)C)C.[B-](F)(F)(F)F.CCN(C(C)C)C(C)C.[NH2:55][CH:56]1[CH2:61][CH2:60][O:59][CH2:58][CH2:57]1. The catalyst is CN(C=O)C. The product is [CH3:1][N:2]1[C:6]([CH2:7][O:8][C:9]2[CH:17]=[CH:16][C:12]([C:13]([NH:55][CH:56]3[CH2:61][CH2:60][O:59][CH2:58][CH2:57]3)=[O:15])=[CH:11][N:10]=2)=[C:5]([C:18]2[CH:23]=[CH:22][CH:21]=[CH:20][N:19]=2)[N:4]=[N:3]1. The yield is 0.700. (3) The reactants are Br[C:2]1[CH:6]=[C:5]([C:7]#[C:8][C:9]([CH3:12])([CH3:11])[CH3:10])[S:4][C:3]=1[C:13]([O:15][CH3:16])=[O:14].[C:17]([O:21][C:22](=[O:27])[CH2:23][C@@H:24]([NH2:26])[CH3:25])([CH3:20])([CH3:19])[CH3:18].C(=O)([O-])[O-].[Cs+].[Cs+].COC1C=CC=C(OC)C=1C1C=CC=CC=1P(C1CCCCC1)C1CCCCC1. The catalyst is O1CCOCC1.C(Cl)Cl.C1C=CC(/C=C/C(/C=C/C2C=CC=CC=2)=O)=CC=1.C1C=CC(/C=C/C(/C=C/C2C=CC=CC=2)=O)=CC=1.C1C=CC(/C=C/C(/C=C/C2C=CC=CC=2)=O)=CC=1.[Pd].[Pd]. The product is [C:17]([O:21][C:22](=[O:27])[CH2:23][C@@H:24]([NH:26][C:2]1[CH:6]=[C:5]([C:7]#[C:8][C:9]([CH3:12])([CH3:11])[CH3:10])[S:4][C:3]=1[C:13]([O:15][CH3:16])=[O:14])[CH3:25])([CH3:19])([CH3:18])[CH3:20]. The yield is 0.920. (4) The reactants are [F:1][C:2]1[CH:7]=[CH:6][C:5]([N:8]2[CH:12]=[CH:11][CH:10]=[N:9]2)=[CH:4][CH:3]=1.[CH:13](=[O:17])[CH:14]([CH3:16])[CH3:15]. No catalyst specified. The product is [F:1][C:2]1[CH:3]=[CH:4][C:5]([N:8]2[C:12]([CH:13]([OH:17])[CH:14]([CH3:16])[CH3:15])=[CH:11][CH:10]=[N:9]2)=[CH:6][CH:7]=1. The yield is 0.450.